This data is from Catalyst prediction with 721,799 reactions and 888 catalyst types from USPTO. The task is: Predict which catalyst facilitates the given reaction. (1) Reactant: Br[C:2]12[CH2:12][C:6]3([CH3:13])[CH2:7][C:8]([CH3:11])([CH2:10][C:4]([C:14]45[CH2:24][C:18]6([CH3:25])[CH2:19][C:20]([CH3:23])([CH2:22][C:16](Br)([CH2:17]6)[CH2:15]4)[CH2:21]5)([CH2:5]3)[CH2:3]1)[CH2:9]2.[C:27]1([OH:33])[CH:32]=[CH:31][CH:30]=[CH:29][CH:28]=1. Product: [OH:33][C:27]1[CH:32]=[CH:31][C:30]([C:2]23[CH2:12][C:6]4([CH3:13])[CH2:7][C:8]([CH3:11])([CH2:10][C:4]([C:14]56[CH2:24][C:18]7([CH3:25])[CH2:19][C:20]([CH3:23])([CH2:22][C:16]([C:30]8[CH:31]=[CH:32][C:27]([OH:33])=[CH:28][CH:29]=8)([CH2:17]7)[CH2:15]5)[CH2:21]6)([CH2:5]4)[CH2:3]2)[CH2:9]3)=[CH:29][CH:28]=1. The catalyst class is: 6. (2) Reactant: [Cl:1][C:2]1[CH:3]=[C:4]([CH:10]([C:22]([F:25])([F:24])[F:23])/[CH:11]=[CH:12]/[C:13]2[CH:14]=[C:15]3[C:19](=[CH:20][CH:21]=2)[NH:18][CH:17]=[CH:16]3)[CH:5]=[C:6]([Cl:9])[C:7]=1[F:8].[C:26]([O:30][C:31]([NH:33][CH2:34][C:35](OC1C=CC([N+]([O-])=O)=CC=1)=[O:36])=[O:32])([CH3:29])([CH3:28])[CH3:27].[F-].[K+].C1OCCOCCOCCOCCOCCOC1.CCN(C(C)C)C(C)C. Product: [Cl:9][C:6]1[CH:5]=[C:4]([CH:10]([C:22]([F:24])([F:23])[F:25])/[CH:11]=[CH:12]/[C:13]2[CH:14]=[C:15]3[C:19](=[CH:20][CH:21]=2)[N:18]([C:35](=[O:36])[CH2:34][NH:33][C:31](=[O:32])[O:30][C:26]([CH3:27])([CH3:28])[CH3:29])[CH:17]=[CH:16]3)[CH:3]=[C:2]([Cl:1])[C:7]=1[F:8]. The catalyst class is: 496. (3) Reactant: Br[C:2]1[CH:11]=[C:10]([F:12])[CH:9]=[C:8]2[C:3]=1[CH:4]=[CH:5][C:6](=[O:29])[N:7]2[CH2:13][CH2:14][N:15]1[CH2:20][CH2:19][CH:18]([NH:21][C:22](=[O:28])[O:23][C:24]([CH3:27])([CH3:26])[CH3:25])[CH2:17][CH2:16]1.BrC1C=C2C(C=C[C:37](=O)[N:38]2CCN2CCC(NC(=O)OC(C)(C)C)CC2)=C(F)C=1.[C-]#N.[K+].C([Sn](Cl)(CCCC)CCCC)CCC.C1(P(C2C=CC=CC=2)C2C3OC4C(=CC=CC=4P(C4C=CC=CC=4)C4C=CC=CC=4)C(C)(C)C=3C=CC=2)C=CC=CC=1.C(C1C=C2C(C=CC(=O)N2CCN2CCC(NC(=O)OC(C)(C)C)CC2)=CC=1)#N. Product: [C:37]([C:2]1[CH:3]=[C:8]2[C:9]([CH:4]=[CH:5][C:6](=[O:29])[N:7]2[CH2:13][CH2:14][N:15]2[CH2:16][CH2:17][CH:18]([NH:21][C:22](=[O:28])[O:23][C:24]([CH3:25])([CH3:26])[CH3:27])[CH2:19][CH2:20]2)=[C:10]([F:12])[CH:11]=1)#[N:38]. The catalyst class is: 110. (4) Reactant: [Br:1][C:2]1[CH:7]=[CH:6][C:5]([F:8])=[CH:4][C:3]=1[CH3:9].[N+:10]([O-])([O-:12])=[O:11].[K+]. Product: [Br:1][C:2]1[CH:7]=[C:6]([N+:10]([O-:12])=[O:11])[C:5]([F:8])=[CH:4][C:3]=1[CH3:9]. The catalyst class is: 82. (5) Reactant: C(O[C:5](=[O:7])[CH3:6])(=O)C.[CH3:8][C:9]1([CH3:19])[C:18]2[C:13](=[CH:14][CH:15]=[CH:16][CH:17]=2)[CH2:12][NH:11][CH2:10]1. Product: [CH3:8][C:9]1([CH3:19])[C:18]2[C:13](=[CH:14][CH:15]=[CH:16][CH:17]=2)[CH2:12][N:11]([C:5](=[O:7])[CH3:6])[CH2:10]1. The catalyst class is: 4. (6) Reactant: [ClH:1].[CH2:2]([N:9](C)[CH2:10][CH2:11][C:12]([C:14]1[CH:19]=[CH:18][C:17]([F:20])=[CH:16][CH:15]=1)=[O:13])C1C=CC=CC=1. Product: [ClH:1].[F:20][C:17]1[CH:16]=[CH:15][C:14]([C:12](=[O:13])[CH2:11][CH2:10][NH:9][CH3:2])=[CH:19][CH:18]=1. The catalyst class is: 838. (7) Reactant: C[O:2][C:3](=[O:19])[C:4]1[CH:9]=[C:8]([Cl:10])[C:7]([NH:11][C:12]2[CH:13]=[N:14][C:15]([CH3:18])=[CH:16][CH:17]=2)=[N:6][CH:5]=1.[OH-].[Na+].Cl. Product: [Cl:10][C:8]1[C:7]([NH:11][C:12]2[CH:13]=[N:14][C:15]([CH3:18])=[CH:16][CH:17]=2)=[N:6][CH:5]=[C:4]([CH:9]=1)[C:3]([OH:19])=[O:2]. The catalyst class is: 5.